Task: Predict the product of the given reaction.. Dataset: Forward reaction prediction with 1.9M reactions from USPTO patents (1976-2016) (1) Given the reactants [OH-].[Na+].C([O:5][C:6](=[O:39])/[CH:7]=[CH:8]/[C:9]1[CH:14]=[CH:13][CH:12]=[C:11]([NH:15][C:16]2[C:17]3[C:24]([C:25]4[CH:30]=[CH:29][C:28]([O:31][CH3:32])=[CH:27][CH:26]=4)=[C:23]([C:33]4[CH:38]=[CH:37][CH:36]=[CH:35][CH:34]=4)[O:22][C:18]=3[N:19]=[CH:20][N:21]=2)[CH:10]=1)C.Cl, predict the reaction product. The product is: [CH3:32][O:31][C:28]1[CH:27]=[CH:26][C:25]([C:24]2[C:17]3[C:16]([NH:15][C:11]4[CH:10]=[C:9](/[CH:8]=[CH:7]/[C:6]([OH:39])=[O:5])[CH:14]=[CH:13][CH:12]=4)=[N:21][CH:20]=[N:19][C:18]=3[O:22][C:23]=2[C:33]2[CH:38]=[CH:37][CH:36]=[CH:35][CH:34]=2)=[CH:30][CH:29]=1. (2) Given the reactants C1(O[C:8](=[O:29])[NH:9][C:10]2[S:14][N:13]=[C:12]([O:15][CH2:16][C:17]3[C:22]([F:23])=[CH:21][C:20]([CH3:24])=[CH:19][C:18]=3[F:25])[C:11]=2[C:26](=[O:28])[NH2:27])C=CC=CC=1.[NH2:30][CH2:31][CH2:32][CH2:33][CH:34]([OH:42])[CH2:35][N:36]1[CH2:41][CH2:40][CH2:39][CH2:38][CH2:37]1, predict the reaction product. The product is: [F:23][C:22]1[CH:21]=[C:20]([CH3:24])[CH:19]=[C:18]([F:25])[C:17]=1[CH2:16][O:15][C:12]1[C:11]([C:26]([NH2:27])=[O:28])=[C:10]([NH:9][C:8]([NH:30][CH2:31][CH2:32][CH2:33][CH:34]([OH:42])[CH2:35][N:36]2[CH2:37][CH2:38][CH2:39][CH2:40][CH2:41]2)=[O:29])[S:14][N:13]=1. (3) The product is: [CH2:13]([C@:15]1([OH:31])[C:27]2[CH:26]=[C:25]3[N:21]([CH2:22][C:23]4[C:24]3=[N:1][C:2]3[CH:9]=[C:8]([F:10])[C:7]([O:11][CH3:12])=[CH:6][C:3]=3[CH:4]=4)[C:20](=[O:29])[C:19]=2[CH2:18][O:17][C:16]1=[O:30])[CH3:14]. Given the reactants [NH2:1][C:2]1[CH:9]=[C:8]([F:10])[C:7]([O:11][CH3:12])=[CH:6][C:3]=1[CH:4]=O.[CH2:13]([C@:15]1([OH:31])[C:27]2[CH:26]=[C:25]3[N:21]([CH2:22][CH2:23][C:24]3=O)[C:20](=[O:29])[C:19]=2[CH2:18][O:17][C:16]1=[O:30])[CH3:14].C1(C)C=CC(S(O)(=O)=O)=CC=1, predict the reaction product.